From a dataset of Forward reaction prediction with 1.9M reactions from USPTO patents (1976-2016). Predict the product of the given reaction. (1) The product is: [CH2:19]([N:26]1[C:30]2=[N:31][CH:32]=[N:33][C:34]([O:35][C@@H:36]([CH2:47][O:48][CH2:49][CH2:50][OH:51])[C:37]([NH:39][C:40]3[CH:45]=[CH:44][C:43]([CH3:46])=[CH:42][N:41]=3)=[O:38])=[C:29]2[CH:28]=[N:27]1)[C:20]1[CH:25]=[CH:24][CH:23]=[CH:22][CH:21]=1. Given the reactants [F-].C([N+](CCCC)(CCCC)CCCC)CCC.[CH2:19]([N:26]1[C:30]2=[N:31][CH:32]=[N:33][C:34]([O:35][C@@H:36]([CH2:47][O:48][CH2:49][CH2:50][O:51][Si](C(C)(C)C)(C3C=CC=CC=3)C3C=CC=CC=3)[C:37]([NH:39][C:40]3[CH:45]=[CH:44][C:43]([CH3:46])=[CH:42][N:41]=3)=[O:38])=[C:29]2[CH:28]=[N:27]1)[C:20]1[CH:25]=[CH:24][CH:23]=[CH:22][CH:21]=1, predict the reaction product. (2) Given the reactants [CH3:1][N:2]1[CH2:21][CH2:20][C:5]2[N:6]([CH2:14][C:15]([O:17]CC)=O)[C:7]3[CH:8]=[CH:9][C:10]([CH3:13])=[CH:11][C:12]=3[C:4]=2[CH2:3]1.[NH:22]1[CH2:26][CH2:25][CH2:24][CH2:23]1, predict the reaction product. The product is: [CH3:1][N:2]1[CH2:3][CH2:4][C:5]2[N:6]([CH2:14][C:15]([N:22]3[CH2:26][CH2:25][CH2:24][CH2:23]3)=[O:17])[C:7]3[CH:12]=[CH:11][C:10]([CH3:13])=[CH:9][C:8]=3[C:20]=2[CH2:21]1. (3) Given the reactants [NH2:1][C:2]1[CH:7]=[CH:6][C:5]([N:8]2[C:14](=[O:15])[CH2:13][C:12](=[O:16])[NH:11][C:10]3[C:17]4[C:22]([CH:23]=[CH:24][C:9]2=3)=[CH:21][CH:20]=[CH:19][CH:18]=4)=[CH:4][CH:3]=1.[CH3:25][O:26][C:27]1[CH:35]=[CH:34][CH:33]=[CH:32][C:28]=1[C:29](Cl)=[O:30].C(NC1C=CC(N2C(=O)CC(=O)NC3C4C(C=CC2=3)=CC=CC=4)=CC=1)(=O)C1C=CC=CC=1, predict the reaction product. The product is: [CH3:25][O:26][C:27]1[CH:35]=[CH:34][CH:33]=[CH:32][C:28]=1[C:29]([NH:1][C:2]1[CH:7]=[CH:6][C:5]([N:8]2[C:14](=[O:15])[CH2:13][C:12](=[O:16])[NH:11][C:10]3[C:17]4[C:22]([CH:23]=[CH:24][C:9]2=3)=[CH:21][CH:20]=[CH:19][CH:18]=4)=[CH:4][CH:3]=1)=[O:30]. (4) Given the reactants C(OC(=O)[NH:7][C:8]1[N:9]([CH3:26])[C:10](=[O:25])[C:11]([CH3:24])([CH3:23])[C@:12]([C:15]2[CH:20]=[C:19]([NH2:21])[CH:18]=[CH:17][C:16]=2[F:22])([CH3:14])[N:13]=1)(C)(C)C.[OH:28][C:29]1([C:33](O)=[O:34])[CH2:32][CH2:31][CH2:30]1, predict the reaction product. The product is: [NH2:7][C:8]1[N:9]([CH3:26])[C:10](=[O:25])[C:11]([CH3:23])([CH3:24])[C@:12]([C:15]2[CH:20]=[C:19]([NH:21][C:33]([C:29]3([OH:28])[CH2:32][CH2:31][CH2:30]3)=[O:34])[CH:18]=[CH:17][C:16]=2[F:22])([CH3:14])[N:13]=1. (5) Given the reactants Cl.Cl[CH2:3][C:4]1[CH:9]=[N:8][CH:7]=[C:6]2[O:10]C(C)(C)[O:12][CH2:13][C:5]=12.[C:16]([O-])(=O)C.[Na+], predict the reaction product. The product is: [OH:12][CH2:13][C:5]1[C:4]([CH3:3])=[CH:9][N:8]=[C:7]([CH3:16])[C:6]=1[OH:10]. (6) Given the reactants [CH2:1]([O:3][C:4](=[O:28])[C:5]1[CH:10]=[CH:9][CH:8]=[C:7]([N:11]2[C:15]([CH3:16])=[CH:14][CH:13]=[C:12]2[C:17]2[CH:22]=[C:21]([C:23]([F:26])([F:25])[F:24])[CH:20]=[CH:19][C:18]=2[OH:27])[CH:6]=1)[CH3:2].[Cl:29][C:30]1[CH:37]=[CH:36][C:33]([CH2:34]Br)=[CH:32][CH:31]=1.C(=O)([O-])[O-].[K+].[K+], predict the reaction product. The product is: [CH2:1]([O:3][C:4](=[O:28])[C:5]1[CH:10]=[CH:9][CH:8]=[C:7]([N:11]2[C:15]([CH3:16])=[CH:14][CH:13]=[C:12]2[C:17]2[CH:22]=[C:21]([C:23]([F:24])([F:26])[F:25])[CH:20]=[CH:19][C:18]=2[O:27][CH2:34][C:33]2[CH:36]=[CH:37][C:30]([Cl:29])=[CH:31][CH:32]=2)[CH:6]=1)[CH3:2]. (7) Given the reactants [OH:1][C:2]1[CH:7]=[CH:6][C:5]([C:8]2[CH:9]=[C:10]([C:15]3[CH:23]=[CH:22][C:18]([C:19]([OH:21])=O)=[CH:17][CH:16]=3)[NH:11][C:12](=[O:14])[N:13]=2)=[CH:4][C:3]=1[CH3:24].[O:25]1[CH2:30][CH2:29][N:28]([CH2:31][CH2:32][CH2:33][NH2:34])[CH2:27][CH2:26]1.ON1C2C=CC=CC=2N=N1.CCN=C=NCCC[N+](C)(C)C.[I-], predict the reaction product. The product is: [OH:1][C:2]1[CH:7]=[CH:6][C:5]([C:8]2[CH:9]=[C:10]([C:15]3[CH:23]=[CH:22][C:18]([C:19]([NH:34][CH2:33][CH2:32][CH2:31][N:28]4[CH2:29][CH2:30][O:25][CH2:26][CH2:27]4)=[O:21])=[CH:17][CH:16]=3)[NH:11][C:12](=[O:14])[N:13]=2)=[CH:4][C:3]=1[CH3:24].